The task is: Predict the reactants needed to synthesize the given product.. This data is from Full USPTO retrosynthesis dataset with 1.9M reactions from patents (1976-2016). (1) Given the product [C:14]1([CH2:13][CH2:12][C:6]2[CH:5]=[CH:4][N:3]=[C:2]3[NH:21][N:22]=[C:8]([OH:9])[C:7]=23)[CH:19]=[CH:18][CH:17]=[CH:16][CH:15]=1, predict the reactants needed to synthesize it. The reactants are: Br[C:2]1[C:7]([C:8](OC)=[O:9])=[C:6]([CH2:12][CH2:13][C:14]2[CH:19]=[CH:18][CH:17]=[CH:16][CH:15]=2)[CH:5]=[CH:4][N:3]=1.O.[NH2:21][NH2:22].CN1CCCC1=O. (2) Given the product [NH2:1][CH2:4][CH:5]([C:7]1[CH:12]=[CH:11][CH:10]=[C:9]([O:13][CH3:14])[CH:8]=1)[OH:6], predict the reactants needed to synthesize it. The reactants are: [N+:1]([CH2:4][CH:5]([C:7]1[CH:12]=[CH:11][CH:10]=[C:9]([O:13][CH3:14])[CH:8]=1)[OH:6])([O-])=O.